Predict the reactants needed to synthesize the given product. From a dataset of Full USPTO retrosynthesis dataset with 1.9M reactions from patents (1976-2016). (1) Given the product [C:13]([O:1][C:2]1[C:3]([CH3:12])=[CH:4][C:5]([C:6]([OH:8])=[O:7])=[CH:9][C:10]=1[CH3:11])(=[O:15])[CH3:14], predict the reactants needed to synthesize it. The reactants are: [OH:1][C:2]1[C:10]([CH3:11])=[CH:9][C:5]([C:6]([OH:8])=[O:7])=[CH:4][C:3]=1[CH3:12].[C:13](OC(=O)C)(=[O:15])[CH3:14]. (2) Given the product [Cl:1][C:2]1[CH:3]=[C:4]([CH:7]=[CH:8][C:9]=1[NH:12][CH3:11])[C:5]#[N:6], predict the reactants needed to synthesize it. The reactants are: [Cl:1][C:2]1[CH:3]=[C:4]([CH:7]=[CH:8][C:9]=1F)[C:5]#[N:6].[CH3:11][NH2:12].O. (3) Given the product [F:1][C:2]([F:7])([F:6])[C:3]([O-:5])=[O:4].[NH:32]1[C:33]2[CH:39]=[CH:38][CH:37]=[CH:36][C:34]=2[N:35]=[C:31]1[C@@H:15]([NH3+:14])[CH2:16][C:17]1[CH:22]=[CH:21][C:20]([O:23][CH2:24][C:25]2[CH:30]=[CH:29][CH:28]=[CH:27][CH:26]=2)=[CH:19][CH:18]=1, predict the reactants needed to synthesize it. The reactants are: [F:1][C:2]([F:7])([F:6])[C:3]([OH:5])=[O:4].C(OC(=O)[NH:14][C@H:15]([C:31]1[NH:35][C:34]2[CH:36]=[CH:37][CH:38]=[CH:39][C:33]=2[N:32]=1)[CH2:16][C:17]1[CH:22]=[CH:21][C:20]([O:23][CH2:24][C:25]2[CH:30]=[CH:29][CH:28]=[CH:27][CH:26]=2)=[CH:19][CH:18]=1)(C)(C)C. (4) Given the product [Cl:1][C:2]1[CH:3]=[C:4]([C@H:9]([NH:14][C:15](=[O:21])[O:16][C:17]([CH3:18])([CH3:20])[CH3:19])[CH2:10][CH2:11][S:12]([CH3:13])(=[O:30])=[O:33])[CH:5]=[CH:6][C:7]=1[Cl:8], predict the reactants needed to synthesize it. The reactants are: [Cl:1][C:2]1[CH:3]=[C:4]([C@H:9]([NH:14][C:15](=[O:21])[O:16][C:17]([CH3:20])([CH3:19])[CH3:18])[CH2:10][CH2:11][S:12][CH3:13])[CH:5]=[CH:6][C:7]=1[Cl:8].C1C=C(Cl)C=C(C(OO)=[O:30])C=1.[OH-:33].[Na+].